This data is from Forward reaction prediction with 1.9M reactions from USPTO patents (1976-2016). The task is: Predict the product of the given reaction. (1) Given the reactants [F:1][C:2]1[CH:3]=[N:4][CH:5]=[C:6]([C:20]=1[CH3:21])[C:7]([NH:9][C:10]1[CH:15]=[CH:14][C:13]([C:16](=[O:19])[CH2:17][CH3:18])=[CH:12][N:11]=1)=[O:8].[CH3:22][O:23][C:24]1[CH:29]=[CH:28][C:27]([Mg]Br)=[CH:26][CH:25]=1, predict the reaction product. The product is: [F:1][C:2]1[CH:3]=[N:4][CH:5]=[C:6]([C:20]=1[CH3:21])[C:7]([NH:9][C:10]1[CH:15]=[CH:14][C:13]([C:16]([OH:19])([C:27]2[CH:28]=[CH:29][C:24]([O:23][CH3:22])=[CH:25][CH:26]=2)[CH2:17][CH3:18])=[CH:12][N:11]=1)=[O:8]. (2) Given the reactants [CH3:1][CH:2]1[CH2:6][CH2:5][C:4]2([CH2:11][CH:10]([CH3:12])[CH:9]=[C:8]([CH3:13])[CH2:7]2)[C:3]1=[O:14].[H-].[H-].[H-].[H-].[Li+].[Al+3], predict the reaction product. The product is: [CH3:1][CH:2]1[CH2:6][CH2:5][C:4]2([CH2:11][CH:10]([CH3:12])[CH:9]=[C:8]([CH3:13])[CH2:7]2)[CH:3]1[OH:14]. (3) Given the reactants [NH2:1][CH:2]1[CH:10]([CH2:11][C:12]2[CH:17]=[CH:16][CH:15]=[CH:14][CH:13]=2)[C:9]2[C:4](=[CH:5][C:6]([F:31])=[C:7]([O:18][CH2:19][CH2:20][NH:21][S:22]([C:25]3[N:26]=[CH:27][N:28]([CH3:30])[CH:29]=3)(=[O:24])=[O:23])[CH:8]=2)[CH2:3]1.Br[CH2:33][CH2:34][CH2:35]Br.C(=O)([O-])[O-].[K+].[K+].C(#N)C, predict the reaction product. The product is: [N:1]1([C@H:2]2[C@@H:10]([CH2:11][C:12]3[CH:13]=[CH:14][CH:15]=[CH:16][CH:17]=3)[C:9]3[C:4](=[CH:5][C:6]([F:31])=[C:7]([O:18][CH2:19][CH2:20][NH:21][S:22]([C:25]4[N:26]=[CH:27][N:28]([CH3:30])[CH:29]=4)(=[O:24])=[O:23])[CH:8]=3)[CH2:3]2)[CH2:35][CH2:34][CH2:33]1. (4) Given the reactants [C:1]([O:5][C:6](=[O:16])[NH:7][C@@H:8]([C:10](=[O:15])N(OC)C)[CH3:9])([CH3:4])([CH3:3])[CH3:2].[CH2:17]([Mg]Cl)[C:18]1[CH:23]=[CH:22][CH:21]=[CH:20][CH:19]=1, predict the reaction product. The product is: [C:1]([O:5][C:6](=[O:16])[NH:7][C@H:8]([CH3:9])[C:10](=[O:15])[CH2:17][C:18]1[CH:23]=[CH:22][CH:21]=[CH:20][CH:19]=1)([CH3:2])([CH3:3])[CH3:4]. (5) Given the reactants [Br:1][C:2]1[CH:10]=[C:9]2[C:5]([C:6]([C:11]#[N:12])=[CH:7][NH:8]2)=[CH:4][C:3]=1[F:13].C(=O)([O-])[O-].[Cs+].[Cs+].[CH:20]1(Br)[CH2:23][CH2:22][CH2:21]1, predict the reaction product. The product is: [Br:1][C:2]1[CH:10]=[C:9]2[C:5]([C:6]([C:11]#[N:12])=[CH:7][N:8]2[CH:20]2[CH2:23][CH2:22][CH2:21]2)=[CH:4][C:3]=1[F:13]. (6) Given the reactants [N:1]1[CH:6]=[CH:5][CH:4]=[N:3][C:2]=1[N:7]1[CH2:12][CH2:11][CH:10]([C:13]([OH:15])=O)[CH2:9][CH2:8]1.[OH2:16].ON1C2C=[CH:24][CH:25]=[CH:26][C:21]=2[N:20]=[N:19]1.Cl.[CH3:28]N(C)CCCN=C=NCC.C(N(C(C)C)CC)(C)C, predict the reaction product. The product is: [CH3:28][CH:25]([CH3:24])[CH2:26][C:21]([NH:20][NH:19][C:13]([CH:10]1[CH2:9][CH2:8][N:7]([C:2]2[N:1]=[CH:6][CH:5]=[CH:4][N:3]=2)[CH2:12][CH2:11]1)=[O:15])=[O:16]. (7) Given the reactants Br[C:2]1[C:8]([C:9]([F:12])([F:11])[F:10])=[CH:7][C:5]([NH2:6])=[CH:4][C:3]=1[Cl:13].[O:14]1[CH2:19][CH2:18][N:17]([S:20]([C:23]2[CH:28]=[CH:27][C:26](B(O)O)=[CH:25][CH:24]=2)(=[O:22])=[O:21])[CH2:16][CH2:15]1.C(=O)([O-])[O-].[Na+].[Na+].O, predict the reaction product. The product is: [Cl:13][C:3]1[CH:4]=[C:5]([NH2:6])[CH:7]=[C:8]([C:9]([F:12])([F:11])[F:10])[C:2]=1[C:26]1[CH:27]=[CH:28][C:23]([S:20]([N:17]2[CH2:16][CH2:15][O:14][CH2:19][CH2:18]2)(=[O:21])=[O:22])=[CH:24][CH:25]=1.